From a dataset of Reaction yield outcomes from USPTO patents with 853,638 reactions. Predict the reaction yield, written as a fraction of the theoretical maximum amount of product (1.0 means a 100% yield; for example, 0.34 means a 34% yield). (1) The reactants are [Br:1][C:2]1[C:7]([C:8]([F:11])([F:10])[F:9])=[CH:6][C:5]([NH2:12])=[C:4]([I:13])[CH:3]=1.[C:14]1(C)[CH:19]=[CH:18][C:17]([S:20](Cl)(=[O:22])=[O:21])=[CH:16][CH:15]=1.[OH-].[Na+].[F-].[CH2:28]([N+](CCCC)(CCCC)CCCC)CCC. The catalyst is N1C=CC=CC=1.C(OCC)(=O)C.O1CCCC1. The product is [Br:1][C:2]1[C:7]([C:8]([F:10])([F:11])[F:9])=[CH:6][C:5]([NH:12][S:20]([C:17]2[C:18]#[C:19][CH:14]=[CH:15][C:16]=2[CH3:28])(=[O:21])=[O:22])=[C:4]([I:13])[CH:3]=1. The yield is 0.950. (2) The reactants are [Cl:1][C:2]1[CH:3]=[CH:4][C:5]([NH:8][C:9](=[O:41])[O:10][CH2:11][C@@H:12]([N:27]([CH3:40])[C:28]([NH:30][CH2:31][C:32]2[CH:37]=[CH:36][CH:35]=[C:34]([F:38])[C:33]=2[Cl:39])=[O:29])[CH2:13][CH2:14][CH2:15][N:16]2C(=O)C3C(=CC=CC=3)C2=O)=[N:6][CH:7]=1.NN. The catalyst is CO. The product is [Cl:1][C:2]1[CH:3]=[CH:4][C:5]([NH:8][C:9](=[O:41])[O:10][CH2:11][C@@H:12]([N:27]([CH3:40])[C:28]([NH:30][CH2:31][C:32]2[CH:37]=[CH:36][CH:35]=[C:34]([F:38])[C:33]=2[Cl:39])=[O:29])[CH2:13][CH2:14][CH2:15][NH2:16])=[N:6][CH:7]=1. The yield is 0.730. (3) The catalyst is ClCCl. The yield is 0.680. The product is [Br:17][C:8]1([O:1][C:2]2[CH:7]=[CH:6][CH:5]=[CH:4][CH:3]=2)[N:13]=[CH:12][C:11]([CH:14]=[O:16])=[CH:10][NH:9]1. The reactants are [O:1]([C:8]1[N:13]=[CH:12][C:11]([C:14](=[O:16])C)=[CH:10][N:9]=1)[C:2]1[CH:7]=[CH:6][CH:5]=[CH:4][CH:3]=1.[Br-:17].[Br-].[Br-].C([N+](CCCC)(CCCC)CCCC)CCC.C([N+](CCCC)(CCCC)CCCC)CCC.C([N+](CCCC)(CCCC)CCCC)CCC.CCCCCC. (4) The reactants are [CH2:1]([C@H:8]([NH:38][C:39](=[O:45])[O:40][C:41]([CH3:44])([CH3:43])[CH3:42])[C@@H:9]([OH:37])[CH:10]([NH:25][S:26]([C:29]1[CH:34]=[CH:33][C:32]([O:35][CH3:36])=[CH:31][CH:30]=1)(=[O:28])=[O:27])[CH2:11][C:12]([CH3:24])([CH3:23])[CH2:13][CH2:14][O:15][Si](C(C)(C)C)(C)C)[C:2]1[CH:7]=[CH:6][CH:5]=[CH:4][CH:3]=1.[F-].C([N+](CCCC)(CCCC)CCCC)CCC. The catalyst is O1CCCC1. The product is [CH2:1]([C@H:8]([NH:38][C:39](=[O:45])[O:40][C:41]([CH3:44])([CH3:43])[CH3:42])[C@@H:9]([OH:37])[CH:10]([NH:25][S:26]([C:29]1[CH:34]=[CH:33][C:32]([O:35][CH3:36])=[CH:31][CH:30]=1)(=[O:28])=[O:27])[CH2:11][C:12]([CH3:24])([CH3:23])[CH2:13][CH2:14][OH:15])[C:2]1[CH:3]=[CH:4][CH:5]=[CH:6][CH:7]=1. The yield is 0.970. (5) The reactants are Cl[C:2]([O:4][C:5]1[CH:10]=[CH:9][CH:8]=[CH:7][CH:6]=1)=[O:3].C(=O)([O-])[O-].[K+].[K+].Cl.[C:18]([C:22]1[CH:26]=[C:25]([NH2:27])[N:24]([CH:28]([CH3:30])[CH3:29])[N:23]=1)([CH3:21])([CH3:20])[CH3:19].C(N(CC)C(C)C)(C)C. The catalyst is C(Cl)Cl. The product is [C:18]([C:22]1[CH:26]=[C:25]([NH:27][C:2](=[O:3])[O:4][C:5]2[CH:10]=[CH:9][CH:8]=[CH:7][CH:6]=2)[N:24]([CH:28]([CH3:30])[CH3:29])[N:23]=1)([CH3:21])([CH3:19])[CH3:20]. The yield is 1.00. (6) The reactants are [OH:1][CH:2]([CH:11]=[CH2:12])[CH2:3][C:4]([O:6][C:7]([CH3:10])([CH3:9])[CH3:8])=[O:5].C(C(C(C)C)=C[CH2:18][B:19]([O-])[O-:20])(C)C. The catalyst is C(Cl)Cl.Cl[Ru](=CC1C=CC=CC=1)([P](C1CCCCC1)(C1CCCCC1)C1CCCCC1)([P](C1CCCCC1)(C1CCCCC1)C1CCCCC1)Cl. The product is [OH:20][B:19]1[CH2:18][CH:12]=[CH:11][CH:2]([CH2:3][C:4]([O:6][C:7]([CH3:8])([CH3:10])[CH3:9])=[O:5])[O:1]1. The yield is 0.927. (7) The yield is 0.900. The product is [CH:1]1([N:4]2[C:12]3[C:7](=[CH:8][CH:9]=[C:10]([OH:13])[CH:11]=3)[C:6]([C:15]#[N:16])=[CH:5]2)[CH2:3][CH2:2]1. The reactants are [CH:1]1([N:4]2[C:12]3[C:7](=[CH:8][CH:9]=[C:10]([O:13]C)[CH:11]=3)[C:6]([C:15]#[N:16])=[CH:5]2)[CH2:3][CH2:2]1.B(Br)(Br)Br.C([O-])(O)=O.[Na+]. The catalyst is C(Cl)Cl. (8) The reactants are [CH3:1][C:2]([C:12]1[CH:16]=[C:15]([NH:17][C:18](=[O:31])[C:19]([CH3:30])([S:21]([CH:24]2[CH2:29][CH2:28][O:27][CH2:26][CH2:25]2)(=[O:23])=[O:22])[CH3:20])[O:14][N:13]=1)([CH3:11])[CH2:3][O:4]C1CCCCO1.C1(C)C=CC(S([O-])(=O)=O)=CC=1.[NH+]1C=CC=CC=1. The catalyst is C(O)C. The product is [OH:4][CH2:3][C:2]([C:12]1[CH:16]=[C:15]([NH:17][C:18](=[O:31])[C:19]([CH3:30])([S:21]([CH:24]2[CH2:25][CH2:26][O:27][CH2:28][CH2:29]2)(=[O:23])=[O:22])[CH3:20])[O:14][N:13]=1)([CH3:11])[CH3:1]. The yield is 0.810.